Dataset: Forward reaction prediction with 1.9M reactions from USPTO patents (1976-2016). Task: Predict the product of the given reaction. (1) Given the reactants [CH3:1][C:2]1[S:3][CH:4]=[C:5]([C:7]([O:9]CC)=[O:8])[N:6]=1.[OH-].[Na+], predict the reaction product. The product is: [CH3:1][C:2]1[S:3][CH:4]=[C:5]([C:7]([OH:9])=[O:8])[N:6]=1. (2) The product is: [CH:20]1([N:15]([CH2:16][CH:17]([CH3:19])[CH3:18])[C:3]2[C:2]([NH:1][C:27]([NH:26][C:29]3[CH:34]=[CH:33][C:32]([CH3:35])=[CH:31][CH:30]=3)=[O:28])=[CH:7][C:6]([C@H:8]3[CH2:10][C@H:9]3[C:11]([OH:13])=[O:12])=[C:5]([F:14])[CH:4]=2)[CH2:21][CH2:22][CH2:23][CH2:24][CH2:25]1. Given the reactants [NH2:1][C:2]1[C:3]([N:15]([CH:20]2[CH2:25][CH2:24][CH2:23][CH2:22][CH2:21]2)[CH2:16][CH:17]([CH3:19])[CH3:18])=[CH:4][C:5]([F:14])=[C:6]([C@H:8]2[CH2:10][C@H:9]2[C:11]([OH:13])=[O:12])[CH:7]=1.[N:26]([C:29]1[CH:34]=[CH:33][C:32]([CH3:35])=[CH:31][CH:30]=1)=[C:27]=[O:28], predict the reaction product. (3) Given the reactants [CH2:1]([NH:3][C:4](=[O:11])[NH:5][O:6][CH2:7][C:8]([OH:10])=O)[CH3:2].[NH2:12][C@@H:13]([CH2:36][C:37]1[CH:42]=[CH:41][C:40]([O:43][C:44]([CH3:47])([CH3:46])[CH3:45])=[CH:39][CH:38]=1)[C:14]([N:16]([CH2:26][C:27]1[C:28]2[CH:35]=[CH:34][CH:33]=[CH:32][C:29]=2[S:30][CH:31]=1)[C@@H:17]([CH3:25])[CH:18]([O:22][CH2:23][CH3:24])[O:19][CH2:20][CH3:21])=[O:15], predict the reaction product. The product is: [S:30]1[CH:31]=[C:27]([CH2:26][N:16]([C@@H:17]([CH3:25])[CH:18]([O:19][CH2:20][CH3:21])[O:22][CH2:23][CH3:24])[C:14](=[O:15])[C@@H:13]([NH:12][C:8](=[O:10])[CH2:7][O:6][NH:5][C:4]([NH:3][CH2:1][CH3:2])=[O:11])[CH2:36][C:37]2[CH:38]=[CH:39][C:40]([O:43][C:44]([CH3:45])([CH3:47])[CH3:46])=[CH:41][CH:42]=2)[C:28]2[CH:35]=[CH:34][CH:33]=[CH:32][C:29]1=2. (4) Given the reactants [NH2:1][C:2]1[CH:3]=[N:4][C:5]2[C:10]([C:11]=1[NH:12][CH2:13][CH2:14][CH2:15][CH2:16][CH2:17][C:18]([C:20]1[CH:25]=[CH:24][CH:23]=[CH:22][CH:21]=1)=[O:19])=[CH:9][CH:8]=[CH:7][CH:6]=2.[C:26](OC)(OC)(OC)[CH2:27][CH2:28][CH2:29][CH3:30], predict the reaction product. The product is: [CH2:27]([C:26]1[N:12]([CH2:13][CH2:14][CH2:15][CH2:16][CH2:17][C:18]([C:20]2[CH:25]=[CH:24][CH:23]=[CH:22][CH:21]=2)=[O:19])[C:11]2[C:10]3[CH:9]=[CH:8][CH:7]=[CH:6][C:5]=3[N:4]=[CH:3][C:2]=2[N:1]=1)[CH2:28][CH2:29][CH3:30]. (5) The product is: [OH:1][C:2]1[CH:7]=[CH:6][C:5]([C:8]2[CH:9]=[C:10]([C:11]3[CH:12]=[C:13]([O:14][CH2:15][C:16]([OH:18])=[O:17])[CH:19]=[CH:20][CH:21]=3)[NH:24][C:25](=[O:26])[N:27]=2)=[CH:4][C:3]=1[CH3:23]. Given the reactants [OH:1][C:2]1[CH:7]=[CH:6][C:5]([C:8](=O)/[CH:9]=[CH:10]/[C:11]2[CH:12]=[C:13]([CH:19]=[CH:20][CH:21]=2)[O:14][CH2:15][C:16]([OH:18])=[O:17])=[CH:4][C:3]=1[CH3:23].[NH2:24][C:25]([NH2:27])=[O:26], predict the reaction product. (6) Given the reactants [CH3:1][N:2]1[CH2:7][CH:6]2[CH2:8][CH:3]1[CH2:4][N:5]2[C:9]1[C:18]2[C:13](=[CH:14][CH:15]=[CH:16][CH:17]=2)[C:12]([NH2:19])=[CH:11][CH:10]=1.N1C=CC=CC=1.[CH3:26][C:27]1[CH:32]=[CH:31][C:30]([S:33]([Cl:36])(=[O:35])=[O:34])=[CH:29][CH:28]=1, predict the reaction product. The product is: [ClH:36].[CH3:26][C:27]1[CH:32]=[CH:31][C:30]([S:33]([NH:19][C:12]2[C:13]3[C:18](=[CH:17][CH:16]=[CH:15][CH:14]=3)[C:9]([N:5]3[CH2:4][CH:3]4[CH2:8][CH:6]3[CH2:7][N:2]4[CH3:1])=[CH:10][CH:11]=2)(=[O:35])=[O:34])=[CH:29][CH:28]=1. (7) Given the reactants [N:1]1[CH:6]=[CH:5][CH:4]=[C:3]([CH2:7][NH:8][C:9]([C:11]2[S:15][C:14]([C:16]3[NH:17][N:18]=[CH:19][CH:20]=3)=[N:13][C:12]=2[CH3:21])=[O:10])[CH:2]=1.Br[CH2:23][C:24]1[CH:31]=[CH:30][C:27]([C:28]#[N:29])=[CH:26][CH:25]=1, predict the reaction product. The product is: [N:1]1[CH:6]=[CH:5][CH:4]=[C:3]([CH2:7][NH:8][C:9]([C:11]2[S:15][C:14]([C:16]3[CH:20]=[CH:19][N:18]([CH2:23][C:24]4[CH:31]=[CH:30][C:27]([C:28]#[N:29])=[CH:26][CH:25]=4)[N:17]=3)=[N:13][C:12]=2[CH3:21])=[O:10])[CH:2]=1.